Dataset: Forward reaction prediction with 1.9M reactions from USPTO patents (1976-2016). Task: Predict the product of the given reaction. (1) Given the reactants [CH3:1][O:2][CH2:3][C:4]1[N:5]([C:19]2[CH:24]=[CH:23][C:22]([N:25]3[CH2:30][CH2:29][N:28](C(OC(C)(C)C)=O)[CH2:27][C:26]3=[O:38])=[CH:21][CH:20]=2)[CH:6]=[C:7]([CH2:9][NH:10][C:11]([C:13]2[S:14][C:15]([Cl:18])=[CH:16][CH:17]=2)=[O:12])[N:8]=1.C(O)(C(F)(F)F)=O, predict the reaction product. The product is: [CH3:1][O:2][CH2:3][C:4]1[N:5]([C:19]2[CH:20]=[CH:21][C:22]([N:25]3[CH2:30][CH2:29][NH:28][CH2:27][C:26]3=[O:38])=[CH:23][CH:24]=2)[CH:6]=[C:7]([CH2:9][NH:10][C:11]([C:13]2[S:14][C:15]([Cl:18])=[CH:16][CH:17]=2)=[O:12])[N:8]=1. (2) Given the reactants [F:1][C:2]1[CH:10]=[CH:9][C:8]2[C:4](=[CH:5][N:6]([CH3:11])[N:7]=2)[C:3]=1[C@@H:12]1[CH2:14][C@H:13]1[CH2:15][NH:16]C(=O)OC(C)(C)C.[ClH:24].CO, predict the reaction product. The product is: [ClH:24].[ClH:24].[F:1][C:2]1[CH:10]=[CH:9][C:8]2[C:4](=[CH:5][N:6]([CH3:11])[N:7]=2)[C:3]=1[C@@H:12]1[CH2:14][C@H:13]1[CH2:15][NH2:16]. (3) Given the reactants Br[CH2:2][C:3]1[C:4]([F:14])=[C:5]([C:10]([F:13])=[CH:11][CH:12]=1)[C:6]([O:8][CH3:9])=[O:7].[N:15]1([C:21]([O:23][C:24]([CH3:27])([CH3:26])[CH3:25])=[O:22])[CH2:20][CH2:19][NH:18][CH2:17][CH2:16]1.C([O-])([O-])=O.[K+].[K+], predict the reaction product. The product is: [F:14][C:4]1[C:5]([C:6]([O:8][CH3:9])=[O:7])=[C:10]([F:13])[CH:11]=[CH:12][C:3]=1[CH2:2][N:18]1[CH2:17][CH2:16][N:15]([C:21]([O:23][C:24]([CH3:27])([CH3:26])[CH3:25])=[O:22])[CH2:20][CH2:19]1. (4) Given the reactants C([NH:4][CH:5]([CH3:7])[CH3:6])(C)C.[Li]CC[CH2:11][CH3:12].CO[N:15]([CH3:19])[C:16](=O)C.[CH2:20]1[CH2:24][O:23]CC1, predict the reaction product. The product is: [CH:7]1([C:5](=[N:4][N:15]([CH3:19])[CH3:16])[CH2:6][C:24](=[O:23])[CH3:20])[CH2:12][CH2:11]1. (5) Given the reactants CO[N:3]1[C:11]2[C:6](=[CH:7][CH:8]=[C:9]([CH2:12][CH2:13][CH3:14])[CH:10]=2)[CH2:5][C:4]1=[O:15], predict the reaction product. The product is: [CH2:12]([C:9]1[CH:10]=[C:11]2[C:6]([CH2:5][C:4](=[O:15])[NH:3]2)=[CH:7][CH:8]=1)[CH2:13][CH3:14]. (6) Given the reactants Cl[C:2]1[N:3]=[N:4][C:5]([Cl:9])=[CH:6][C:7]=1[Cl:8].C(O)(=[O:12])C, predict the reaction product. The product is: [Cl:8][C:7]1[C:2](=[O:12])[NH:3][N:4]=[C:5]([Cl:9])[CH:6]=1.